Task: Predict the reaction yield, written as a fraction of the theoretical maximum amount of product (1.0 means a 100% yield; for example, 0.34 means a 34% yield).. Dataset: Reaction yield outcomes from USPTO patents with 853,638 reactions (1) The reactants are [NH2:1][C:2]1[C:7]([C:8]#[N:9])=[C:6]([NH:10][C@H:11]([C:13]2[N:17]([CH3:18])[C:16]3[C:19](Br)=[C:20]([F:23])[CH:21]=[CH:22][C:15]=3[N:14]=2)[CH3:12])[N:5]=[CH:4][N:3]=1.[N:25]1[CH:30]=[CH:29][C:28](B(O)O)=[CH:27][CH:26]=1.C(=O)([O-])[O-].[Cs+].[Cs+]. The catalyst is O1CCOCC1.O.C1C=CC([P]([Pd]([P](C2C=CC=CC=2)(C2C=CC=CC=2)C2C=CC=CC=2)([P](C2C=CC=CC=2)(C2C=CC=CC=2)C2C=CC=CC=2)[P](C2C=CC=CC=2)(C2C=CC=CC=2)C2C=CC=CC=2)(C2C=CC=CC=2)C2C=CC=CC=2)=CC=1. The product is [NH2:1][C:2]1[C:7]([C:8]#[N:9])=[C:6]([NH:10][C@H:11]([C:13]2[N:17]([CH3:18])[C:16]3[C:19]([C:28]4[CH:29]=[CH:30][N:25]=[CH:26][CH:27]=4)=[C:20]([F:23])[CH:21]=[CH:22][C:15]=3[N:14]=2)[CH3:12])[N:5]=[CH:4][N:3]=1. The yield is 0.660. (2) The reactants are Cl[C:2]1[C:7]([C:8]([F:11])([F:10])[F:9])=[CH:6][N:5]=[C:4]([NH:12][C:13]2[C:14]([O:26][CH3:27])=[CH:15][C:16]3[N:22]([CH3:23])[C:21](=[O:24])[O:20][CH2:19][CH2:18][C:17]=3[CH:25]=2)[N:3]=1.[NH2:28][C:29]1[CH:38]=[CH:37][CH:36]=[CH:35][C:30]=1[C:31]([NH:33][CH3:34])=[O:32].C(O)(C)C.C12(CS(O)(=O)=O)C(C)(C)C(CC1)CC2=O. No catalyst specified. The product is [CH3:27][O:26][C:14]1[C:13]([NH:12][C:4]2[N:3]=[C:2]([NH:28][C:29]3[CH:38]=[CH:37][CH:36]=[CH:35][C:30]=3[C:31]([NH:33][CH3:34])=[O:32])[C:7]([C:8]([F:11])([F:10])[F:9])=[CH:6][N:5]=2)=[CH:25][C:17]2[CH2:18][CH2:19][O:20][C:21](=[O:24])[N:22]([CH3:23])[C:16]=2[CH:15]=1. The yield is 0.290. (3) The reactants are [OH:1][C:2]([CH3:11])([CH3:10])[CH2:3][CH2:4][CH2:5][C@H:6]([CH3:9])[CH:7]=[O:8].N1C(C)=CC=CC=1C.[Si:20](OS(C(F)(F)F)(=O)=O)([CH2:25][CH3:26])([CH2:23][CH3:24])[CH2:21][CH3:22]. The catalyst is C(Cl)Cl. The product is [CH3:9][C@@H:6]([CH2:5][CH2:4][CH2:3][C:2]([CH3:10])([O:1][Si:20]([CH2:25][CH3:26])([CH2:23][CH3:24])[CH2:21][CH3:22])[CH3:11])[CH:7]=[O:8]. The yield is 0.810. (4) The reactants are CS(O[CH2:6][CH2:7][C@H:8]1[C@@H:12]([CH2:13]OS(C)(=O)=O)[CH2:11][N:10]([C:19]([O:21][C:22]([CH3:25])([CH3:24])[CH3:23])=[O:20])[CH2:9]1)(=O)=O.[C:26]1([CH2:32][NH2:33])[CH:31]=[CH:30][CH:29]=[CH:28][CH:27]=1.C(=O)([O-])[O-].[K+].[K+]. No catalyst specified. The product is [CH2:32]([N:33]1[CH2:6][CH2:7][C@H:8]2[CH2:9][N:10]([C:19]([O:21][C:22]([CH3:25])([CH3:24])[CH3:23])=[O:20])[CH2:11][C@H:12]2[CH2:13]1)[C:26]1[CH:31]=[CH:30][CH:29]=[CH:28][CH:27]=1. The yield is 0.640. (5) The reactants are [H-].[Na+].[CH3:3][C:4]1[NH:5][CH:6]=[CH:7][N:8]=1.[Br:9][C:10]1[CH:11]=[N:12][CH:13]=[C:14]([CH2:16]Cl)[CH:15]=1. The catalyst is C1COCC1.C(O)C. The product is [Br:9][C:10]1[CH:11]=[N:12][CH:13]=[C:14]([CH2:16][N:5]2[CH:6]=[CH:7][N:8]=[C:4]2[CH3:3])[CH:15]=1. The yield is 0.530.